Dataset: Full USPTO retrosynthesis dataset with 1.9M reactions from patents (1976-2016). Task: Predict the reactants needed to synthesize the given product. (1) Given the product [CH3:31][S:32]([O:22][CH2:21][C@@H:19]1[O:18][C:17](=[O:23])[N:16]([C:14]2[CH:13]=[CH:12][C:9]3[CH2:10][CH2:11][N:5]([CH:1]4[CH2:2][CH2:3][CH2:4]4)[CH2:6][CH2:7][C:8]=3[CH:15]=2)[CH2:20]1)(=[O:34])=[O:33], predict the reactants needed to synthesize it. The reactants are: [CH:1]1([N:5]2[CH2:11][CH2:10][C:9]3[CH:12]=[CH:13][C:14]([N:16]4[CH2:20][C@H:19]([CH2:21][OH:22])[O:18][C:17]4=[O:23])=[CH:15][C:8]=3[CH2:7][CH2:6]2)[CH2:4][CH2:3][CH2:2]1.C(N(CC)CC)C.[CH3:31][S:32](Cl)(=[O:34])=[O:33]. (2) Given the product [CH3:14][CH2:15][CH2:16][CH2:17][CH2:18][CH2:19][CH2:20][CH2:21][CH2:22][CH2:23][CH2:24][CH2:25][O:26][S:27]([O-:30])(=[O:29])=[O:28].[Na+:31], predict the reactants needed to synthesize it. The reactants are: C(N)C(O)=O.C(O)C(N)(CO)CO.[CH3:14][CH2:15][CH2:16][CH2:17][CH2:18][CH2:19][CH2:20][CH2:21][CH2:22][CH2:23][CH2:24][CH2:25][O:26][S:27]([O-:30])(=[O:29])=[O:28].[Na+:31]. (3) Given the product [NH2:2][C:1]1[NH:22][N:21]=[C:7]([NH:10][C:11]2[CH:16]=[CH:15][C:14]([CH:17]([CH3:19])[CH3:18])=[CH:13][CH:12]=2)[C:3]=1[C:4]([NH2:6])=[O:5], predict the reactants needed to synthesize it. The reactants are: [C:1]([C:3](=[C:7]([NH:10][C:11]1[CH:16]=[CH:15][C:14]([CH:17]([CH3:19])[CH3:18])=[CH:13][CH:12]=1)SC)[C:4]([NH2:6])=[O:5])#[N:2].O.[NH2:21][NH2:22]. (4) The reactants are: [Cl:1][C:2]1[N:3]=[N:4][C:5]([NH:22][NH2:23])=[C:6]([C:15]2[CH:20]=[CH:19][C:18]([Cl:21])=[CH:17][CH:16]=2)[C:7]=1[C:8]1[CH:13]=[CH:12][C:11]([Cl:14])=[CH:10][CH:9]=1.[CH:24](O)=O. Given the product [Cl:1][C:2]1[C:7]([C:8]2[CH:9]=[CH:10][C:11]([Cl:14])=[CH:12][CH:13]=2)=[C:6]([C:15]2[CH:20]=[CH:19][C:18]([Cl:21])=[CH:17][CH:16]=2)[C:5]2[N:4]([CH:24]=[N:23][N:22]=2)[N:3]=1, predict the reactants needed to synthesize it. (5) Given the product [CH3:2][C:3]([O:5][CH:6]1[CH:10]2[CH:11]3[CH:15]=[CH:14][CH2:13][CH:12]3[CH:8]([CH2:9]2)[CH2:7]1)=[O:4], predict the reactants needed to synthesize it. The reactants are: C[CH2:2][C:3]([O:5][CH:6]1[CH:10]2[CH:11]3[CH2:15][CH:14]=[CH:13][CH:12]3[CH:8]([CH2:9]2)[CH2:7]1)=[O:4].C1(CCO)C=CC=CC=1.